Dataset: Catalyst prediction with 721,799 reactions and 888 catalyst types from USPTO. Task: Predict which catalyst facilitates the given reaction. (1) Reactant: [OH:1][CH:2]1[CH2:6][CH2:5][NH:4][CH2:3]1.[S:7]([OH:11])([OH:10])(=[O:9])=[O:8].CS[C:14](=[NH:16])[NH2:15]. Product: [S:7]([OH:11])([OH:10])(=[O:9])=[O:8].[OH:1][CH:2]1[CH2:6][CH2:5][N:4]([C:14]([NH2:16])=[NH:15])[CH2:3]1. The catalyst class is: 6. (2) The catalyst class is: 1. Product: [C:23]([O:22][C:20](=[O:21])[N:9]([CH2:8][C:4]1[CH:5]=[N:6][CH:7]=[C:2]([Br:1])[C:3]=1[CH3:11])[CH3:10])([CH3:24])([CH3:25])[CH3:26]. Reactant: [Br:1][C:2]1[C:3]([CH3:11])=[C:4]([CH2:8][NH:9][CH3:10])[CH:5]=[N:6][CH:7]=1.[C:20](O[C:20]([O:22][C:23]([CH3:26])([CH3:25])[CH3:24])=[O:21])([O:22][C:23]([CH3:26])([CH3:25])[CH3:24])=[O:21].[OH-].[Na+].